From a dataset of Peptide-MHC class I binding affinity with 185,985 pairs from IEDB/IMGT. Regression. Given a peptide amino acid sequence and an MHC pseudo amino acid sequence, predict their binding affinity value. This is MHC class I binding data. (1) The peptide sequence is SLSAYIIRV. The MHC is H-2-Kb with pseudo-sequence H-2-Kb. The binding affinity (normalized) is 0.268. (2) The peptide sequence is LDKGKLWHL. The MHC is HLA-B18:01 with pseudo-sequence HLA-B18:01. The binding affinity (normalized) is 0.0847. (3) The peptide sequence is TTFGRIGVK. The MHC is HLA-A03:01 with pseudo-sequence HLA-A03:01. The binding affinity (normalized) is 0.770. (4) The peptide sequence is GLIQYPTAW. The MHC is HLA-A02:12 with pseudo-sequence HLA-A02:12. The binding affinity (normalized) is 0.0847. (5) The peptide sequence is GEIPFYGKA. The MHC is Mamu-A11 with pseudo-sequence Mamu-A11. The binding affinity (normalized) is 0.574. (6) The peptide sequence is SFSLESDSIK. The MHC is HLA-A02:06 with pseudo-sequence HLA-A02:06. The binding affinity (normalized) is 0.